This data is from Catalyst prediction with 721,799 reactions and 888 catalyst types from USPTO. The task is: Predict which catalyst facilitates the given reaction. (1) Reactant: [CH3:1][O:2][CH2:3][O:4][C:5]1[CH:13]=[C:12]([CH:14]([CH3:16])[CH3:15])[CH:11]=[CH:10][C:6]=1[C:7]([OH:9])=O.[O-]CC.[Na+].C(Cl)(=O)C(Cl)=O.N1C=CC=CC=1.[Cl:33][C:34]1[CH:35]=[CH:36][C:37]([NH:40][C:41](=[O:49])[C:42]2[CH:47]=[CH:46][CH:45]=[CH:44][C:43]=2[NH2:48])=[N:38][CH:39]=1. Product: [CH3:1][O:2][CH2:3][O:4][C:5]1[CH:13]=[C:12]([CH:14]([CH3:16])[CH3:15])[CH:11]=[CH:10][C:6]=1[C:7]([NH:48][C:43]1[CH:44]=[CH:45][CH:46]=[CH:47][C:42]=1[C:41]([NH:40][C:37]1[CH:36]=[CH:35][C:34]([Cl:33])=[CH:39][N:38]=1)=[O:49])=[O:9]. The catalyst class is: 1. (2) Reactant: [O:1]=[S:2]1(=[O:31])[CH2:7][CH:6]=[C:5]([C:8]2[CH:13]=[CH:12][C:11]([N:14]3[CH2:18][C@H:17]([CH2:19][N:20]4[CH:24]=[C:23]([CH:25]=[C:26](Br)[Br:27])[N:22]=[N:21]4)[O:16][C:15]3=[O:29])=[CH:10][C:9]=2[F:30])[CH2:4][CH2:3]1.N12CCCN=C1CCCCC2. Product: [O:31]=[S:2]1(=[O:1])[CH2:3][CH:4]=[C:5]([C:8]2[CH:13]=[CH:12][C:11]([N:14]3[CH2:18][C@H:17]([CH2:19][N:20]4[CH:24]=[C:23]([C:25]#[C:26][Br:27])[N:22]=[N:21]4)[O:16][C:15]3=[O:29])=[CH:10][C:9]=2[F:30])[CH2:6][CH2:7]1. The catalyst class is: 16. (3) Reactant: [NH:1]1[C:9]2[C:4](=[CH:5][CH:6]=[C:7]([NH:10][C:11](=[O:56])[C@@H:12]([NH:38][C:39]([C@H:41]3[CH2:46][CH2:45][C@H:44]([CH2:47][NH:48]C(=O)OC(C)(C)C)[CH2:43][CH2:42]3)=[O:40])[CH2:13][C:14]3[CH:19]=[CH:18][C:17]([C:20]4[CH:25]=[CH:24][C:23]([C:26]([N:28]5[CH2:32][CH2:31][CH:30]6[CH2:33][NH:34][C:35](=[O:36])[CH:29]56)=[O:27])=[CH:22][C:21]=4[CH3:37])=[CH:16][CH:15]=3)[CH:8]=2)[CH:3]=[N:2]1.[ClH:57]. Product: [ClH:57].[NH2:48][CH2:47][C@H:44]1[CH2:45][CH2:46][C@H:41]([C:39]([NH:38][C@@H:12]([CH2:13][C:14]2[CH:15]=[CH:16][C:17]([C:20]3[CH:25]=[CH:24][C:23]([C:26]([N:28]4[CH2:32][CH2:31][CH:30]5[CH2:33][NH:34][C:35](=[O:36])[CH:29]45)=[O:27])=[CH:22][C:21]=3[CH3:37])=[CH:18][CH:19]=2)[C:11]([NH:10][C:7]2[CH:8]=[C:9]3[C:4]([CH:3]=[N:2][NH:1]3)=[CH:5][CH:6]=2)=[O:56])=[O:40])[CH2:42][CH2:43]1. The catalyst class is: 169. (4) Reactant: [CH3:1][C:2]1[C:10]([N+:11]([O-:13])=[O:12])=[CH:9][C:5]([C:6](O)=[O:7])=[CH:4][C:3]=1[N+:14]([O-:16])=[O:15].S(N)([NH2:20])(=O)=O.O. Product: [CH3:1][C:2]1[C:10]([N+:11]([O-:13])=[O:12])=[CH:9][C:5]([C:6]([NH2:20])=[O:7])=[CH:4][C:3]=1[N+:14]([O-:16])=[O:15]. The catalyst class is: 17. (5) Reactant: C(O[C:6]([NH:8][C:9]1[CH:10]=[N:11][CH:12]=[CH:13][C:14]=1[SH:15])=O)(C)(C)C. Product: [S:15]1[C:14]2[CH:13]=[CH:12][N:11]=[CH:10][C:9]=2[N:8]=[CH:6]1. The catalyst class is: 106. (6) Reactant: [Cl:1][C:2]1[C:17]2[CH2:16][CH2:15][CH2:14][C:13]=2[C:5]2[O:6][CH:7]([CH2:9][N:10]=[N+]=[N-])[CH2:8][C:4]=2[CH:3]=1. Product: [Cl:1][C:2]1[C:17]2[CH2:16][CH2:15][CH2:14][C:13]=2[C:5]2[O:6][CH:7]([CH2:9][NH2:10])[CH2:8][C:4]=2[CH:3]=1. The catalyst class is: 553. (7) Reactant: Cl[CH2:2][CH2:3][O:4][C:5]1[CH:14]=[C:13]2[C:8]([C:9]([NH:15][C:16]3[C:21]([Cl:22])=[CH:20][CH:19]=[C:18]4[O:23][CH2:24][O:25][C:17]=34)=[N:10][CH:11]=[N:12]2)=[C:7]([O:26][CH:27]([CH3:29])[CH3:28])[CH:6]=1.[C:30]([N:33]1[CH2:38][CH2:37][NH:36][CH2:35][CH2:34]1)(=[O:32])[CH3:31].[I-].[K+]. Product: [C:30]([N:33]1[CH2:38][CH2:37][N:36]([CH2:2][CH2:3][O:4][C:5]2[CH:14]=[C:13]3[C:8]([C:9]([NH:15][C:16]4[C:21]([Cl:22])=[CH:20][CH:19]=[C:18]5[O:23][CH2:24][O:25][C:17]=45)=[N:10][CH:11]=[N:12]3)=[C:7]([O:26][CH:27]([CH3:28])[CH3:29])[CH:6]=2)[CH2:35][CH2:34]1)(=[O:32])[CH3:31]. The catalyst class is: 44. (8) Reactant: [Br:1][C:2]1[CH:3]=[CH:4][C:5]2[N:6]([C:8]([C:11]([O:13]CC)=O)=[N:9][N:10]=2)[CH:7]=1.Cl.Cl.[F:18][C:19]1[CH:24]=[CH:23][C:22]([CH:25]2[CH2:30][CH2:29][NH:28][CH2:27][CH2:26]2)=[C:21]([C:31]([F:34])([F:33])[F:32])[CH:20]=1.F[P-](F)(F)(F)(F)F.N1(O[P+](N(C)C)(N(C)C)N(C)C)C2C=CC=CC=2N=N1.C(N(C(C)C)CC)(C)C. Product: [Br:1][C:2]1[CH:3]=[CH:4][C:5]2[N:6]([C:8]([C:11]([N:28]3[CH2:29][CH2:30][CH:25]([C:22]4[CH:23]=[CH:24][C:19]([F:18])=[CH:20][C:21]=4[C:31]([F:34])([F:32])[F:33])[CH2:26][CH2:27]3)=[O:13])=[N:9][N:10]=2)[CH:7]=1. The catalyst class is: 20.